Dataset: Forward reaction prediction with 1.9M reactions from USPTO patents (1976-2016). Task: Predict the product of the given reaction. (1) Given the reactants [CH3:1][O:2][C:3]1[N:8]=[C:7]2[N:9]([CH2:14][CH:15]=O)[C:10](=[O:13])[CH:11]=[CH:12][C:6]2=[N:5][CH:4]=1.[O:17]1[C:26]2[CH:25]=[C:24]([CH2:27][N:28]([CH:36]3[CH2:41][CH2:40][NH:39][CH2:38][CH2:37]3)[C:29](=[O:35])[O:30][C:31]([CH3:34])([CH3:33])[CH3:32])[N:23]=[CH:22][C:21]=2[O:20][CH2:19][CH2:18]1.C(O[BH-](OC(=O)C)OC(=O)C)(=O)C.[Na+].C(=O)([O-])O.[Na+], predict the reaction product. The product is: [O:17]1[C:26]2[CH:25]=[C:24]([CH2:27][N:28]([CH:36]3[CH2:41][CH2:40][N:39]([CH2:15][CH2:14][N:9]4[C:7]5=[N:8][C:3]([O:2][CH3:1])=[CH:4][N:5]=[C:6]5[CH:12]=[CH:11][C:10]4=[O:13])[CH2:38][CH2:37]3)[C:29](=[O:35])[O:30][C:31]([CH3:34])([CH3:33])[CH3:32])[N:23]=[CH:22][C:21]=2[O:20][CH2:19][CH2:18]1. (2) The product is: [CH:14]1([N:7]2[CH2:8][CH2:9][C:10](=[O:13])[N:11]([CH3:12])[C:5]3[CH:4]=[N:3][C:2]([NH:20][C:21]4[CH:29]=[CH:28][C:24]([C:25]([OH:27])=[O:26])=[CH:23][C:22]=4[O:30][CH3:31])=[N:19][C:6]2=3)[CH2:18][CH2:17][CH2:16][CH2:15]1. Given the reactants Cl[C:2]1[N:3]=[CH:4][C:5]2[N:11]([CH3:12])[C:10](=[O:13])[CH2:9][CH2:8][N:7]([CH:14]3[CH2:18][CH2:17][CH2:16][CH2:15]3)[C:6]=2[N:19]=1.[NH2:20][C:21]1[CH:29]=[CH:28][C:24]([C:25]([OH:27])=[O:26])=[CH:23][C:22]=1[O:30][CH3:31].C(O)(C(F)(F)F)=O, predict the reaction product. (3) Given the reactants [C:1]([C:4]1[O:8][N:7]=[C:6]([C:9]([OH:11])=O)[CH:5]=1)(=[O:3])[CH3:2].[NH2:12][C@@H:13]([CH3:30])[CH2:14][N:15]1[CH:19]=[CH:18][C:17]([C:20]2[CH:27]=[C:26]([F:28])[C:23]([C:24]#[N:25])=[C:22]([Cl:29])[CH:21]=2)=[N:16]1, predict the reaction product. The product is: [C:1]([C:4]1[O:8][N:7]=[C:6]([C:9]([NH:12][C@@H:13]([CH3:30])[CH2:14][N:15]2[CH:19]=[CH:18][C:17]([C:20]3[CH:27]=[C:26]([F:28])[C:23]([C:24]#[N:25])=[C:22]([Cl:29])[CH:21]=3)=[N:16]2)=[O:11])[CH:5]=1)(=[O:3])[CH3:2]. (4) Given the reactants Cl.[C:2]1([N:8]([CH2:32][CH2:33][C:34]([O:36][CH3:37])=[O:35])[C:9]([C:11]2[CH:31]=[CH:30][C:14]3[N:15]([CH3:29])[C:16]([CH2:18][NH:19][C:20]4[CH:25]=[CH:24][C:23]([C:26](=[NH:28])[NH2:27])=[CH:22][CH:21]=4)=[N:17][C:13]=3[CH:12]=2)=[O:10])[CH:7]=[CH:6][CH:5]=[CH:4][CH:3]=1.Cl[C:39]([O:41][CH2:42][CH3:43])=[O:40], predict the reaction product. The product is: [C:2]1([N:8]([CH2:32][CH2:33][C:34]([O:36][CH3:37])=[O:35])[C:9]([C:11]2[CH:31]=[CH:30][C:14]3[N:15]([CH3:29])[C:16]([CH2:18][NH:19][C:20]4[CH:25]=[CH:24][C:23]([C:26](=[NH:27])[NH:28][C:39]([O:41][CH2:42][CH3:43])=[O:40])=[CH:22][CH:21]=4)=[N:17][C:13]=3[CH:12]=2)=[O:10])[CH:3]=[CH:4][CH:5]=[CH:6][CH:7]=1. (5) Given the reactants C(OC([N:8]([CH2:39][C:40]([O:42]C(C)(C)C)=[O:41])[C:9]1[CH:14]=[CH:13][CH:12]=[C:11]([CH:15]([S:31]([C:34]2[O:35][CH:36]=[CH:37][CH:38]=2)(=[O:33])=[O:32])[NH:16][CH2:17][C:18]2[CH:23]=[CH:22][C:21]([C:24]([CH3:30])([CH3:29])[CH2:25][CH2:26][CH2:27][CH3:28])=[CH:20][CH:19]=2)[N:10]=1)=O)(C)(C)C.FC(F)(F)C(O)=O, predict the reaction product. The product is: [O:35]1[CH:36]=[CH:37][CH:38]=[C:34]1[S:31]([CH:15]([NH:16][CH2:17][C:18]1[CH:23]=[CH:22][C:21]([C:24]([CH3:29])([CH3:30])[CH2:25][CH2:26][CH2:27][CH3:28])=[CH:20][CH:19]=1)[C:11]1[N:10]=[C:9]([NH:8][CH2:39][C:40]([OH:42])=[O:41])[CH:14]=[CH:13][CH:12]=1)(=[O:33])=[O:32]. (6) Given the reactants [CH3:1][C:2]1[C:3]([NH2:13])([C:10]([OH:12])=[O:11])[NH:4][CH:5]=[CH:6][C:7]=1[O:8][CH3:9].C(N(C(C)C)CC)(C)C.[C:23](Cl)([C:36]1[CH:41]=[CH:40][CH:39]=[CH:38][CH:37]=1)([C:30]1[CH:35]=[CH:34][CH:33]=[CH:32][CH:31]=1)[C:24]1[CH:29]=[CH:28][CH:27]=[CH:26][CH:25]=1, predict the reaction product. The product is: [CH3:1][C:2]1[C:3]([NH:13][C:23]([C:24]2[CH:29]=[CH:28][CH:27]=[CH:26][CH:25]=2)([C:36]2[CH:37]=[CH:38][CH:39]=[CH:40][CH:41]=2)[C:30]2[CH:31]=[CH:32][CH:33]=[CH:34][CH:35]=2)([C:10]([OH:12])=[O:11])[NH:4][CH:5]=[CH:6][C:7]=1[O:8][CH3:9]. (7) Given the reactants [OH-].[Na+].O1CCOCC1.[CH2:9]([O:11][C:12](=[O:42])[C:13]([NH:38][C:39](=[O:41])[CH3:40])([CH2:19][C:20]1[O:24][N:23]=[C:22]([CH:25]([NH:30][C:31]([O:33][C:34]([CH3:37])([CH3:36])[CH3:35])=[O:32])[CH2:26][CH:27]([CH3:29])[CH3:28])[CH:21]=1)[C:14]([O:16]CC)=[O:15])[CH3:10].Cl, predict the reaction product. The product is: [CH2:9]([O:11][C:12](=[O:42])[C:13]([NH:38][C:39](=[O:41])[CH3:40])([CH2:19][C:20]1[O:24][N:23]=[C:22]([CH:25]([NH:30][C:31]([O:33][C:34]([CH3:36])([CH3:35])[CH3:37])=[O:32])[CH2:26][CH:27]([CH3:29])[CH3:28])[CH:21]=1)[C:14]([OH:16])=[O:15])[CH3:10]. (8) Given the reactants [NH2:1][C:2]1[CH:10]=[C:9]([O:11][CH3:12])[CH:8]=[C:7]([O:13][CH3:14])[C:3]=1[C:4]([NH2:6])=[O:5].[CH:15]([C:17]1[CH:27]=[CH:26][C:20]([O:21][CH2:22][C:23]([OH:25])=[O:24])=[C:19](C)[CH:18]=1)=O.S([O-])(O)=O.[Na+].O.C1(C)C=CC(S(O)(=O)=O)=CC=1.CN(C)[C:48](=[O:50])C, predict the reaction product. The product is: [CH3:14][O:13][C:7]1[CH:8]=[C:9]([O:11][CH3:12])[CH:10]=[C:2]2[C:3]=1[C:4](=[O:5])[NH:6][C:15]([C:17]1[CH:27]=[CH:26][C:20]([O:21][CH2:22][C:23]([OH:25])=[O:24])=[C:19]([O:50][CH3:48])[CH:18]=1)=[N:1]2. (9) Given the reactants [CH2:1]([N:8]1[CH2:13][CH2:12][CH:11]([C:14]([CH:16]2[CH2:21][CH2:20][CH2:19][CH2:18][C:17]2=O)=O)[CH2:10][CH2:9]1)[C:2]1[CH:7]=[CH:6][CH:5]=[CH:4][CH:3]=1.[CH2:23]([NH:25][NH2:26])[CH3:24].C(#N)C, predict the reaction product. The product is: [CH2:23]([N:25]1[C:14]([CH:11]2[CH2:12][CH2:13][N:8]([CH2:1][C:2]3[CH:7]=[CH:6][CH:5]=[CH:4][CH:3]=3)[CH2:9][CH2:10]2)=[C:16]2[C:17]([CH2:18][CH2:19][CH2:20][CH2:21]2)=[N:26]1)[CH3:24]. (10) Given the reactants [Br:1][C:2]1[CH:7]=[CH:6][C:5]([CH:8]=[CH2:9])=[CH:4][CH:3]=1.[BH4-].[Na+].[O:12]1[CH2:17][CH2:16][CH:15]([OH:18])[CH2:14]C1, predict the reaction product. The product is: [Br:1][C:2]1[CH:7]=[CH:6][C:5]([CH:8]([O:18][CH:15]2[CH2:16][CH2:17][O:12][CH2:14]2)[CH3:9])=[CH:4][CH:3]=1.